Dataset: Peptide-MHC class I binding affinity with 185,985 pairs from IEDB/IMGT. Task: Regression. Given a peptide amino acid sequence and an MHC pseudo amino acid sequence, predict their binding affinity value. This is MHC class I binding data. (1) The peptide sequence is IFRKKRLTI. The MHC is HLA-A23:01 with pseudo-sequence HLA-A23:01. The binding affinity (normalized) is 0.337. (2) The peptide sequence is GANYLGKPK. The MHC is HLA-A68:01 with pseudo-sequence HLA-A68:01. The binding affinity (normalized) is 0.247.